Dataset: Tyrosyl-DNA phosphodiesterase HTS with 341,365 compounds. Task: Binary Classification. Given a drug SMILES string, predict its activity (active/inactive) in a high-throughput screening assay against a specified biological target. (1) The result is 0 (inactive). The drug is S(c1n(c(nn1)c1c(occ1)C)CC)CC(=O)Nc1nonc1C. (2) The molecule is O=C(N1CCN(CC1)Cc1cc(OCC)c(OC)cc1)c1occc1. The result is 0 (inactive). (3) The result is 0 (inactive). The molecule is O=C(Nc1cc(O)ccc1)c1c(c2c(cccc2)C(O)=O)cccc1. (4) The drug is s1c(NC(=O)CCC(=O)N2CCN(CC2)CCOc2ccc(cc2)C)nnc1CC. The result is 0 (inactive). (5) The drug is O=C(NC(c1ccc(n2ccnc2)cc1)C)CNC(=O)c1cc(OC)c(OC)c(OC)c1. The result is 0 (inactive). (6) The molecule is S(CCNc1nsnc1C(OCC)=O)C(N)=N. The result is 0 (inactive). (7) The drug is S(=O)(=O)(N(CC(=O)Nc1c2c(ccc1)cccc2)c1c(OCC)cccc1)C. The result is 0 (inactive).